This data is from Forward reaction prediction with 1.9M reactions from USPTO patents (1976-2016). The task is: Predict the product of the given reaction. (1) Given the reactants [NH:1]1[CH:5]=[C:4]([C:6]([OH:8])=O)[CH:3]=[N:2]1.Cl.[O:10]([CH2:17][C@@H:18]1[CH2:23][CH2:22][C@H:21]([CH2:24][NH2:25])[CH2:20][CH2:19]1)[C:11]1[CH:16]=[CH:15][CH:14]=[CH:13][CH:12]=1, predict the reaction product. The product is: [O:10]([CH2:17][C@@H:18]1[CH2:23][CH2:22][C@H:21]([CH2:24][NH:25][C:6]([C:4]2[CH:3]=[N:2][NH:1][CH:5]=2)=[O:8])[CH2:20][CH2:19]1)[C:11]1[CH:16]=[CH:15][CH:14]=[CH:13][CH:12]=1. (2) Given the reactants [CH2:1]([N:8]1[CH:13]([CH2:14][O:15][Si](C(C)(C)C)(C)C)[CH2:12][O:11][C:10]([CH2:24][CH2:25][O:26][CH2:27][C:28]2[CH:33]=[CH:32][CH:31]=[CH:30][CH:29]=2)([CH3:23])[C:9]1=[O:34])[C:2]1[CH:7]=[CH:6][CH:5]=[CH:4][CH:3]=1.[F-].C([N+](CCCC)(CCCC)CCCC)CCC, predict the reaction product. The product is: [CH2:1]([N:8]1[CH:13]([CH2:14][OH:15])[CH2:12][O:11][C:10]([CH2:24][CH2:25][O:26][CH2:27][C:28]2[CH:29]=[CH:30][CH:31]=[CH:32][CH:33]=2)([CH3:23])[C:9]1=[O:34])[C:2]1[CH:3]=[CH:4][CH:5]=[CH:6][CH:7]=1.